Dataset: Full USPTO retrosynthesis dataset with 1.9M reactions from patents (1976-2016). Task: Predict the reactants needed to synthesize the given product. (1) Given the product [Cl:11][C:9]1[C:8]([O:12][CH3:13])=[CH:7][C:3]([C:4]([OH:6])=[O:5])=[C:2]([C:24](=[O:25])[C:23]2[CH:30]=[CH:31][CH:32]=[C:21]([C:19]#[N:20])[CH:22]=2)[CH:10]=1, predict the reactants needed to synthesize it. The reactants are: Br[C:2]1[CH:10]=[C:9]([Cl:11])[C:8]([O:12][CH3:13])=[CH:7][C:3]=1[C:4]([OH:6])=[O:5].[Li]CCCC.[C:19]([C:21]1[CH:22]=[C:23]([CH:30]=[CH:31][CH:32]=1)[C:24](N(OC)C)=[O:25])#[N:20].Cl. (2) Given the product [C:1]([C:3]1[CH:4]=[CH:5][C:6]([N:9]2[C:13]([C:14]3[C:15](=[O:33])[N:16]([CH3:32])[C:17](=[O:31])[N:18]([C:21]4[CH:22]=[C:23]([CH:24]=[CH:25][CH:26]=4)[C:49]([NH2:46])=[O:34])[C:19]=3[CH3:20])=[CH:12][CH:11]=[N:10]2)=[CH:7][CH:8]=1)#[N:2], predict the reactants needed to synthesize it. The reactants are: [C:1]([C:3]1[CH:8]=[CH:7][C:6]([N:9]2[C:13]([C:14]3[C:15](=[O:33])[N:16]([CH3:32])[C:17](=[O:31])[N:18]([C:21]4[CH:22]=[C:23](CC(O)=O)[CH:24]=[CH:25][CH:26]=4)[C:19]=3[CH3:20])=[CH:12][CH:11]=[N:10]2)=[CH:5][CH:4]=1)#[N:2].[OH:34]N1C2N=CC=CC=2N=N1.C([N:46]([CH:49](C)C)CC)C.[Cl-].[NH4+]. (3) Given the product [I:1][C:2]1[CH:7]=[CH:6][C:5]([C@H:8]2[C@@H:13]([C:14]([OH:16])=[O:15])[CH2:12][CH2:11][O:10][CH2:9]2)=[CH:4][CH:3]=1, predict the reactants needed to synthesize it. The reactants are: [I:1][C:2]1[CH:7]=[CH:6][C:5]([C@H:8]2[C@@H:13]([C:14]([O:16]CC)=[O:15])[CH2:12][CH2:11][O:10][CH2:9]2)=[CH:4][CH:3]=1.Cl. (4) Given the product [OH:2][C:3]1[CH:4]=[C:5]([CH:13]([CH3:18])[C:14]([OH:16])=[O:15])[CH:6]=[C:7]([C:9]([F:10])([F:11])[F:12])[CH:8]=1, predict the reactants needed to synthesize it. The reactants are: C[O:2][C:3]1[CH:4]=[C:5]([CH:13]([CH3:18])[C:14]([O:16]C)=[O:15])[CH:6]=[C:7]([C:9]([F:12])([F:11])[F:10])[CH:8]=1.Br.